This data is from Full USPTO retrosynthesis dataset with 1.9M reactions from patents (1976-2016). The task is: Predict the reactants needed to synthesize the given product. (1) Given the product [O:11]=[C:10]1[N:9]([CH2:1][CH2:2][C:3]2[CH:8]=[CH:7][CH:6]=[CH:5][CH:4]=2)[N:13]=[N:12][C:14]2=[C:15]([C:19]([NH2:21])=[O:20])[N:16]=[CH:17][N:18]12, predict the reactants needed to synthesize it. The reactants are: [CH2:1]([N:9]=[C:10]=[O:11])[CH2:2][C:3]1[CH:8]=[CH:7][CH:6]=[CH:5][CH:4]=1.[N+:12](=[C:14]1[N:18]=[CH:17][N:16]=[C:15]1[C:19]([NH2:21])=[O:20])=[N-:13]. (2) Given the product [CH2:10]([O:9][C:7]([C:3]1[NH:4][CH:5]=[C:6]2[CH:26]([C:24]3[O:25][C:21]([S:20][C:18]4[NH:19][C:15]5[CH:14]=[C:13]([F:12])[C:29]([F:30])=[CH:28][C:16]=5[N:17]=4)=[CH:22][CH:23]=3)[C:32]3[C:33](=[O:37])[CH2:34][CH2:35][CH2:36][C:31]=3[NH:1][C:2]=12)=[O:8])[CH3:11], predict the reactants needed to synthesize it. The reactants are: [NH2:1][C:2]1[CH:6]=[CH:5][NH:4][C:3]=1[C:7]([O:9][CH2:10][CH3:11])=[O:8].[F:12][C:13]1[C:29]([F:30])=[CH:28][C:16]2[NH:17][C:18]([S:20][C:21]3[O:25][C:24]([CH:26]=O)=[CH:23][CH:22]=3)=[N:19][C:15]=2[CH:14]=1.[C:31]1(=O)[CH2:36][CH2:35][CH2:34][C:33](=[O:37])[CH2:32]1. (3) Given the product [C:15]([C@@H:17]1[CH2:23][C@:22]2([C:28]3[CH:33]=[CH:32][CH:31]=[CH:30][CH:29]=3)[N:24]([CH2:25][CH:26]=[CH2:27])[C@H:18]1[CH2:19][CH2:20][C@H:21]2[OH:34])#[N:16], predict the reactants needed to synthesize it. The reactants are: CCC(C)[BH-](C(C)CC)C(C)CC.[K+].[C:15]([C@@H:17]1[CH2:23][C@:22]2([C:28]3[CH:33]=[CH:32][CH:31]=[CH:30][CH:29]=3)[N:24]([CH2:25][CH:26]=[CH2:27])[C@H:18]1[CH:19]=[CH:20][C:21]2=[O:34])#[N:16]. (4) Given the product [CH3:13][O:12][C:9]1[CH:10]=[C:11]2[C:6](=[CH:7][C:8]=1[O:14][CH3:15])[N:5]=[CH:4][CH:3]=[C:2]2[O:25][C:18]1[C:17]([F:16])=[CH:24][CH:23]=[CH:22][C:19]=1[CH:20]=[O:21], predict the reactants needed to synthesize it. The reactants are: Cl[C:2]1[C:11]2[C:6](=[CH:7][C:8]([O:14][CH3:15])=[C:9]([O:12][CH3:13])[CH:10]=2)[N:5]=[CH:4][CH:3]=1.[F:16][C:17]1[CH:24]=[CH:23][CH:22]=[C:19]([CH:20]=[O:21])[C:18]=1[OH:25].O.